From a dataset of Reaction yield outcomes from USPTO patents with 853,638 reactions. Predict the reaction yield, written as a fraction of the theoretical maximum amount of product (1.0 means a 100% yield; for example, 0.34 means a 34% yield). (1) The reactants are [CH2:1]([O:3][C:4]([C:6]1[C:10]([CH3:11])=[CH:9][NH:8][C:7]=1[CH2:12][C:13]([OH:15])=O)=[O:5])[CH3:2].[CH3:16][N:17]([CH3:21])[CH2:18][CH2:19][NH2:20].Cl.C(N=C=NCCCN(C)C)C.ON1C2C=CC=CC=2N=N1. The catalyst is CN(C)C=O.ClCCl.O. The product is [CH2:1]([O:3][C:4]([C:6]1[C:10]([CH3:11])=[CH:9][NH:8][C:7]=1[CH2:12][C:13](=[O:15])[NH:20][CH2:19][CH2:18][N:17]([CH3:21])[CH3:16])=[O:5])[CH3:2]. The yield is 0.909. (2) The reactants are CC1(C)[O:6][C@@H:5]2[C@@H:7]([CH2:23][N:24]([CH:50]([CH3:52])[CH3:51])[CH2:25][CH2:26][CH2:27][CH2:28][C:29]3[N:33](COCC[Si](C)(C)C)[C:32]4[CH:42]=[C:43]([C:46]([F:49])([F:48])[F:47])[CH:44]=[CH:45][C:31]=4[N:30]=3)[CH2:8][C@@H:9]([N:10]3[C:14]4[N:15]=[CH:16][N:17]=[C:18]([NH:19][CH:20]5[CH2:22][CH2:21]5)[C:13]=4[CH:12]=[CH:11]3)[C@@H:4]2[O:3]1.[ClH:54]. The catalyst is CO. The product is [ClH:54].[ClH:54].[ClH:54].[CH:20]1([NH:19][C:18]2[C:13]3[CH:12]=[CH:11][N:10]([C@@H:9]4[CH2:8][C@H:7]([CH2:23][N:24]([CH:50]([CH3:51])[CH3:52])[CH2:25][CH2:26][CH2:27][CH2:28][C:29]5[NH:33][C:32]6[CH:42]=[C:43]([C:46]([F:49])([F:48])[F:47])[CH:44]=[CH:45][C:31]=6[N:30]=5)[C@@H:5]([OH:6])[C@H:4]4[OH:3])[C:14]=3[N:15]=[CH:16][N:17]=2)[CH2:21][CH2:22]1. The yield is 0.296.